This data is from Full USPTO retrosynthesis dataset with 1.9M reactions from patents (1976-2016). The task is: Predict the reactants needed to synthesize the given product. (1) Given the product [Cl:1][C:2]1[CH:7]=[CH:6][C:5]([O:8][C:10]2[CH:15]=[C:14]([CH3:20])[CH:13]=[CH:12][C:11]=2[N+:17]([O-:19])=[O:18])=[CH:4][CH:3]=1, predict the reactants needed to synthesize it. The reactants are: [Cl:1][C:2]1[CH:7]=[CH:6][C:5]([OH:8])=[CH:4][CH:3]=1.F[C:10]1[CH:15]=[CH:14][C:13](F)=[CH:12][C:11]=1[N+:17]([O-:19])=[O:18].[C:20](=O)([O-])[O-].[K+].[K+]. (2) Given the product [F:50][C:46]1[CH:47]=[CH:48][CH:49]=[C:12]([F:11])[C:13]=1[CH2:14][O:15][C:16]([C:25]1[CH:30]=[CH:29][C:28]([C@:31]2([S:36]([C:39]3[CH:44]=[CH:43][C:42]([F:45])=[CH:41][CH:40]=3)(=[O:38])=[O:37])[CH2:35][CH2:34][N:33]([C:64]([C:61]3([CH2:67][OH:68])[CH2:62][CH2:63][N:58]([C:56]([O:55][C:51]([CH3:52])([CH3:53])[CH3:54])=[O:57])[CH2:59][CH2:60]3)=[O:65])[CH2:32]2)=[CH:27][CH:26]=1)([C:17]([F:20])([F:19])[F:18])[C:21]([F:24])([F:22])[F:23], predict the reactants needed to synthesize it. The reactants are: CCN(C(C)C)C(C)C.Cl.[F:11][C:12]1[CH:49]=[CH:48][CH:47]=[C:46]([F:50])[C:13]=1[CH2:14][O:15][C:16]([C:25]1[CH:30]=[CH:29][C:28]([C@:31]2([S:36]([C:39]3[CH:44]=[CH:43][C:42]([F:45])=[CH:41][CH:40]=3)(=[O:38])=[O:37])[CH2:35][CH2:34][NH:33][CH2:32]2)=[CH:27][CH:26]=1)([C:21]([F:24])([F:23])[F:22])[C:17]([F:20])([F:19])[F:18].[C:51]([O:55][C:56]([N:58]1[CH2:63][CH2:62][C:61]([CH2:67][OH:68])([C:64](O)=[O:65])[CH2:60][CH2:59]1)=[O:57])([CH3:54])([CH3:53])[CH3:52].CN(C(ON1N=NC2C=CC=NC1=2)=[N+](C)C)C.F[P-](F)(F)(F)(F)F. (3) Given the product [Cl:1][C:2]1[C:11]2[C:6](=[CH:7][CH:8]=[CH:9][CH:10]=2)[C:5]([N:12]2[CH2:17][CH2:16][N:15]([C:26]([C:27]3[CH:32]=[CH:31][CH:30]=[CH:29][CH:28]=3)=[O:33])[C@@H:14]([CH3:18])[CH2:13]2)=[N:4][N:3]=1, predict the reactants needed to synthesize it. The reactants are: [Cl:1][C:2]1[C:11]2[C:6](=[CH:7][CH:8]=[CH:9][CH:10]=2)[C:5]([N:12]2[CH2:17][CH2:16][NH:15][C@@H:14]([CH3:18])[CH2:13]2)=[N:4][N:3]=1.C(N(CC)CC)C.[C:26](Cl)(=[O:33])[C:27]1[CH:32]=[CH:31][CH:30]=[CH:29][CH:28]=1.C([O-])(O)=O.[Na+]. (4) Given the product [Cl:1][C:2]1[CH:3]=[N:4][C:5]2[N:6]([N:8]=[C:9]([C:11]([N:23]3[CH2:22][CH2:21][C:20]4[C:25](=[CH:26][CH:27]=[C:18]([S:15]([CH3:14])(=[O:17])=[O:16])[CH:19]=4)[N:24]3[CH3:28])=[O:13])[CH:10]=2)[CH:7]=1, predict the reactants needed to synthesize it. The reactants are: [Cl:1][C:2]1[CH:3]=[N:4][C:5]2[N:6]([N:8]=[C:9]([C:11]([OH:13])=O)[CH:10]=2)[CH:7]=1.[CH3:14][S:15]([C:18]1[CH:19]=[C:20]2[C:25](=[CH:26][CH:27]=1)[N:24]([CH3:28])[NH:23][CH2:22][CH2:21]2)(=[O:17])=[O:16]. (5) Given the product [CH2:20]([O:22][C:23](=[O:29])[C:24]([C:9]1[CH:10]=[N:11][CH:12]=[CH:13][C:8]=1[NH:7][C:6]([O:5][C:1]([CH3:4])([CH3:2])[CH3:3])=[O:14])=[O:25])[CH3:21], predict the reactants needed to synthesize it. The reactants are: [C:1]([O:5][C:6](=[O:14])[NH:7][C:8]1[CH:13]=[CH:12][N:11]=[CH:10][CH:9]=1)([CH3:4])([CH3:3])[CH3:2].[Li]C(C)(C)C.[CH2:20]([O:22][C:23](=[O:29])[C:24](OCC)=[O:25])[CH3:21].